From a dataset of Full USPTO retrosynthesis dataset with 1.9M reactions from patents (1976-2016). Predict the reactants needed to synthesize the given product. (1) Given the product [Br:7][C:8]1[CH:9]=[CH:10][C:11]([F:17])=[C:12]([C:14]([CH3:1])=[CH2:15])[CH:13]=1, predict the reactants needed to synthesize it. The reactants are: [CH3:1]C([O-])(C)C.[K+].[Br:7][C:8]1[CH:9]=[CH:10][C:11]([F:17])=[C:12]([C:14](=O)[CH3:15])[CH:13]=1. (2) Given the product [NH2:23][C:13]1[C:12]2[C:8]([C:5]3[CH:4]=[CH:3][C:2]([NH:1][C:36]([NH:35][C:26]4[CH:27]=[C:28]([C:31]([F:32])([F:34])[F:33])[CH:29]=[CH:30][C:25]=4[F:24])=[O:37])=[CH:7][CH:6]=3)=[CH:9][S:10][C:11]=2[C:16]([C:17]2[CH:22]=[CH:21][N:20]=[CH:19][CH:18]=2)=[CH:15][N:14]=1, predict the reactants needed to synthesize it. The reactants are: [NH2:1][C:2]1[CH:7]=[CH:6][C:5]([C:8]2[C:12]3[C:13]([NH2:23])=[N:14][CH:15]=[C:16]([C:17]4[CH:22]=[CH:21][N:20]=[CH:19][CH:18]=4)[C:11]=3[S:10][CH:9]=2)=[CH:4][CH:3]=1.[F:24][C:25]1[CH:30]=[CH:29][C:28]([C:31]([F:34])([F:33])[F:32])=[CH:27][C:26]=1[N:35]=[C:36]=[O:37]. (3) Given the product [NH2:12][C:10]1[CH:9]=[C:5]([CH:4]=[C:3]([S:2]([F:18])([F:1])([F:15])([F:16])[F:17])[CH:11]=1)[C:6]([OH:8])=[O:7], predict the reactants needed to synthesize it. The reactants are: [F:1][S:2]([F:18])([F:17])([F:16])([F:15])[C:3]1[CH:4]=[C:5]([CH:9]=[C:10]([N+:12]([O-])=O)[CH:11]=1)[C:6]([OH:8])=[O:7].[H][H].